Dataset: NCI-60 drug combinations with 297,098 pairs across 59 cell lines. Task: Regression. Given two drug SMILES strings and cell line genomic features, predict the synergy score measuring deviation from expected non-interaction effect. (1) Drug 1: CC(C1=C(C=CC(=C1Cl)F)Cl)OC2=C(N=CC(=C2)C3=CN(N=C3)C4CCNCC4)N. Drug 2: C1CC(=O)NC(=O)C1N2C(=O)C3=CC=CC=C3C2=O. Cell line: HS 578T. Synergy scores: CSS=-3.10, Synergy_ZIP=5.56, Synergy_Bliss=5.26, Synergy_Loewe=-0.313, Synergy_HSA=-0.326. (2) Drug 1: C1CC(C1)(C(=O)O)C(=O)O.[NH2-].[NH2-].[Pt+2]. Drug 2: B(C(CC(C)C)NC(=O)C(CC1=CC=CC=C1)NC(=O)C2=NC=CN=C2)(O)O. Cell line: CCRF-CEM. Synergy scores: CSS=43.7, Synergy_ZIP=-5.06, Synergy_Bliss=-3.90, Synergy_Loewe=-5.38, Synergy_HSA=-2.72. (3) Drug 1: CS(=O)(=O)OCCCCOS(=O)(=O)C. Drug 2: C1CCC(C(C1)N)N.C(=O)(C(=O)[O-])[O-].[Pt+4]. Cell line: T-47D. Synergy scores: CSS=21.1, Synergy_ZIP=-6.59, Synergy_Bliss=-1.31, Synergy_Loewe=-14.7, Synergy_HSA=-0.480.